Dataset: Reaction yield outcomes from USPTO patents with 853,638 reactions. Task: Predict the reaction yield, written as a fraction of the theoretical maximum amount of product (1.0 means a 100% yield; for example, 0.34 means a 34% yield). (1) The reactants are [H-].[H-].[H-].[H-].[Li+].[Al+3].[CH3:7][N:8]1[CH:14]2[CH2:15][CH2:16][CH:9]1[CH2:10][NH:11][C:12](=O)[CH2:13]2.O. The catalyst is C1COCC1.ClCCl. The product is [CH3:7][N:8]1[CH:14]2[CH2:15][CH2:16][CH:9]1[CH2:10][NH:11][CH2:12][CH2:13]2. The yield is 0.690. (2) The yield is 0.880. The product is [Cl:14][C:15]1[CH:23]=[C:22]2[C:18]([CH:19]=[N:20][N:21]2[C:24]2[CH:25]=[CH:26][C:27]([F:30])=[CH:28][CH:29]=2)=[CH:17][C:16]=1[O:31][CH:8]([C:5]1[CH:4]=[CH:3][C:2]([F:1])=[CH:7][CH:6]=1)[C:9]([CH3:10])=[O:11]. The catalyst is C(Cl)Cl.C1COCC1. The reactants are [F:1][C:2]1[CH:7]=[CH:6][C:5]([CH2:8][C:9](=[O:11])[CH3:10])=[CH:4][CH:3]=1.BrBr.[Cl:14][C:15]1[CH:23]=[C:22]2[C:18]([CH:19]=[N:20][N:21]2[C:24]2[CH:29]=[CH:28][C:27]([F:30])=[CH:26][CH:25]=2)=[CH:17][C:16]=1[OH:31].C(=O)([O-])[O-].[K+].[K+].